This data is from Catalyst prediction with 721,799 reactions and 888 catalyst types from USPTO. The task is: Predict which catalyst facilitates the given reaction. (1) Reactant: FC(F)(F)C1C=C(C=C(C(F)(F)F)C=1)CN(C[C:14]1C=[C:16]2[N:31]=[C:30]([CH3:32])[N:29]([CH3:33])[C:17]2=[N:18][C:19]=1N(CC1CC1)CC1CC1)C1N=NNN=1.[H-].[Na+].CI.C(OCC)(=[O:49])C. Product: [CH3:32][C:30]1[N:29]([CH3:33])[C:17]([NH:18][C:19](=[O:49])[CH3:14])=[CH:16][N:31]=1. The catalyst class is: 3. (2) Reactant: [F:1][C:2]([F:16])([F:15])[C:3]1[CH:4]=[C:5]([NH2:14])[C:6]([NH2:13])=[CH:7][C:8]=1[C:9]([F:12])([F:11])[F:10].C([O:21][C:22](=O)[CH2:23][C:24](=O)[C:25]1[CH:30]=[CH:29][CH:28]=[C:27]([C:31]2[CH:36]=[CH:35][N:34]=[C:33]([CH2:37][O:38]C3CCCCO3)[CH:32]=2)[CH:26]=1)(C)(C)C.C(O)(C(F)(F)F)=O. Product: [OH:38][CH2:37][C:33]1[CH:32]=[C:31]([C:27]2[CH:26]=[C:25]([C:24]3[CH2:23][C:22](=[O:21])[NH:13][C:6]4[CH:7]=[C:8]([C:9]([F:12])([F:11])[F:10])[C:3]([C:2]([F:15])([F:16])[F:1])=[CH:4][C:5]=4[N:14]=3)[CH:30]=[CH:29][CH:28]=2)[CH:36]=[CH:35][N:34]=1. The catalyst class is: 308. (3) Reactant: [C:1]([OH:8])(=[O:7])/[CH:2]=[CH:3]\[C:4]([OH:6])=[O:5].[NH2:9][C:10]1[N:15]=[CH:14][N:13]=[C:12]2[N:16]([CH:37]3[CH2:42][CH2:41][CH:40]([N:43]4[CH2:48][CH2:47][N:46]([CH3:49])[CH2:45][CH2:44]4)[CH2:39][CH2:38]3)[N:17]=[C:18]([C:19]3[CH:24]=[CH:23][C:22]([NH:25][S:26]([C:29]4[CH:34]=[CH:33][C:32]([F:35])=[CH:31][CH:30]=4)(=[O:28])=[O:27])=[C:21]([F:36])[CH:20]=3)[C:11]=12. Product: [C:1]([OH:8])(=[O:7])/[CH:2]=[CH:3]\[C:4]([OH:6])=[O:5].[C:1]([OH:8])(=[O:7])/[CH:2]=[CH:3]\[C:4]([OH:6])=[O:5].[NH2:9][C:10]1[N:15]=[CH:14][N:13]=[C:12]2[N:16]([CH:37]3[CH2:38][CH2:39][CH:40]([N:43]4[CH2:48][CH2:47][N:46]([CH3:49])[CH2:45][CH2:44]4)[CH2:41][CH2:42]3)[N:17]=[C:18]([C:19]3[CH:24]=[CH:23][C:22]([NH:25][S:26]([C:29]4[CH:34]=[CH:33][C:32]([F:35])=[CH:31][CH:30]=4)(=[O:28])=[O:27])=[C:21]([F:36])[CH:20]=3)[C:11]=12. The catalyst class is: 8. (4) Reactant: Cl[C:2]1[N:7]=[C:6]2[S:8][CH:9]=[C:10]([C:11]3[CH:16]=[CH:15][C:14]([F:17])=[CH:13][CH:12]=3)[C:5]2=[C:4]([NH:18][CH2:19][C:20]2[CH:25]=[CH:24][CH:23]=[CH:22][N:21]=2)[CH:3]=1. Product: [F:17][C:14]1[CH:13]=[CH:12][C:11]([C:10]2[C:5]3[C:6](=[N:7][CH:2]=[CH:3][C:4]=3[NH:18][CH2:19][C:20]3[CH:25]=[CH:24][CH:23]=[CH:22][N:21]=3)[S:8][CH:9]=2)=[CH:16][CH:15]=1. The catalyst class is: 183. (5) Product: [Cl:15][C:6]1[C:7]2[C:12](=[CH:11][CH:10]=[CH:9][CH:8]=2)[C:13]([OH:14])=[C:4]([CH2:1][CH2:2][CH2:3][OH:25])[N:5]=1. The catalyst class is: 7. Reactant: [CH2:1]([C:4]1[N:5]=[C:6]([Cl:15])[C:7]2[C:12]([C:13]=1[OH:14])=[CH:11][CH:10]=[CH:9][CH:8]=2)[CH:2]=[CH2:3].B1C2CCCC1CCC2.[OH-:25].[Na+].OO. (6) Reactant: [F:1][C:2]1[C:7]([C:8]([F:11])([F:10])[F:9])=[CH:6][CH:5]=[CH:4][C:3]=1[CH2:12][NH2:13].[C:14](O[C:14]([O:16][C:17]([CH3:20])([CH3:19])[CH3:18])=[O:15])([O:16][C:17]([CH3:20])([CH3:19])[CH3:18])=[O:15]. Product: [F:1][C:2]1[C:7]([C:8]([F:10])([F:11])[F:9])=[CH:6][CH:5]=[CH:4][C:3]=1[CH2:12][NH:13][C:14](=[O:15])[O:16][C:17]([CH3:20])([CH3:19])[CH3:18]. The catalyst class is: 4.